This data is from Peptide-MHC class I binding affinity with 185,985 pairs from IEDB/IMGT. The task is: Regression. Given a peptide amino acid sequence and an MHC pseudo amino acid sequence, predict their binding affinity value. This is MHC class I binding data. (1) The peptide sequence is WTDVTPNK. The MHC is Mamu-A02 with pseudo-sequence Mamu-A02. The binding affinity (normalized) is 0.133. (2) The peptide sequence is EEIDWIKTD. The MHC is HLA-A03:01 with pseudo-sequence HLA-A03:01. The binding affinity (normalized) is 0.0847.